Dataset: Forward reaction prediction with 1.9M reactions from USPTO patents (1976-2016). Task: Predict the product of the given reaction. (1) Given the reactants Cl[C:2]1[C:3]2[C:4](=[CH:15][N:16](CC3C=CC(OC)=CC=3)[N:17]=2)[N:5]=[C:6]([C:8]2[CH:13]=[CH:12][CH:11]=[CH:10][C:9]=2[OH:14])[N:7]=1.[CH3:27][N:28]1[CH2:33][CH2:32][N:31]([C:34]2[CH:40]=[CH:39][C:37]([NH2:38])=[CH:36][CH:35]=2)[CH2:30][CH2:29]1.Cl, predict the reaction product. The product is: [CH3:27][N:28]1[CH2:29][CH2:30][N:31]([C:34]2[CH:40]=[CH:39][C:37]([NH:38][C:2]3[C:3]4[NH:17][N:16]=[CH:15][C:4]=4[N:5]=[C:6]([C:8]4[CH:13]=[CH:12][CH:11]=[CH:10][C:9]=4[OH:14])[N:7]=3)=[CH:36][CH:35]=2)[CH2:32][CH2:33]1. (2) Given the reactants [C:1]([O:18][CH2:19][CH:20]([CH2:22][OH:23])[OH:21])(=[O:17])[CH2:2][CH2:3][CH2:4][CH2:5][CH2:6][CH2:7][CH2:8][CH2:9][CH2:10][CH2:11][CH2:12][CH2:13][CH2:14][CH2:15][CH3:16].N1C=CN=C1.[Si:29](Cl)([C:32]([CH3:35])([CH3:34])[CH3:33])([CH3:31])[CH3:30], predict the reaction product. The product is: [C:1]([O:18][CH2:19][CH:20]([CH2:22][O:23][Si:29]([C:32]([CH3:35])([CH3:34])[CH3:33])([CH3:31])[CH3:30])[OH:21])(=[O:17])[CH2:2][CH2:3][CH2:4][CH2:5][CH2:6][CH2:7][CH2:8][CH2:9][CH2:10][CH2:11][CH2:12][CH2:13][CH2:14][CH2:15][CH3:16]. (3) The product is: [CH:33]1([C@@H:39]([NH:41][C:1]([C:4]2[C:13]3[C:8](=[CH:9][CH:10]=[CH:11][CH:12]=3)[N:7]=[C:6]([C:14]3[CH:19]=[CH:18][CH:17]=[CH:16][CH:15]=3)[C:5]=2[CH3:20])=[O:2])[CH3:40])[CH2:38][CH2:37][CH2:36][CH2:35][CH2:34]1. Given the reactants [C:1]([C:4]1[C:13]2[C:8](=[CH:9][CH:10]=[CH:11][CH:12]=2)[N:7]=[C:6]([C:14]2[CH:19]=[CH:18][CH:17]=[CH:16][CH:15]=2)[C:5]=1[CH3:20])(O)=[O:2].C(Cl)(=O)C(Cl)=O.C([O-])([O-])=O.[K+].[K+].[CH:33]1([C@@H:39]([NH2:41])[CH3:40])[CH2:38][CH2:37][CH2:36][CH2:35][CH2:34]1, predict the reaction product. (4) Given the reactants [Br:1][C:2]1[CH:7]=[CH:6][C:5]([C:8](=O)[C:9]([F:12])([F:11])[F:10])=[CH:4][CH:3]=1.C1(P(C2C=CC=CC=2)C2C=CC=CC=2)C=CC=CC=1.Cl[C:34]([F:39])([F:38])C([O-])=O.[Na+].[F-:41].[K+], predict the reaction product. The product is: [Br:1][C:2]1[CH:7]=[CH:6][C:5]([CH:8]([C:34]([F:39])([F:41])[F:38])[C:9]([F:12])([F:11])[F:10])=[CH:4][CH:3]=1. (5) Given the reactants [CH3:1][C:2]1([CH3:9])[O:7][CH2:6][C:5](=O)[CH2:4][O:3]1.Cl.[Cl:11][C:12]1[CH:13]=[C:14]([C:22]2[S:26][C:25]([N:27]3[C:35]([CH3:36])=[C:30]4[CH2:31][NH:32][CH2:33][CH2:34][C:29]4=[N:28]3)=[N:24][N:23]=2)[CH:15]=[CH:16][C:17]=1[O:18][CH:19]([CH3:21])[CH3:20].C(O[BH-](OC(=O)C)OC(=O)C)(=O)C.[Na+], predict the reaction product. The product is: [Cl:11][C:12]1[CH:13]=[C:14]([C:22]2[S:26][C:25]([N:27]3[C:35]([CH3:36])=[C:30]4[CH2:31][N:32]([CH:5]5[CH2:4][O:3][C:2]([CH3:1])([CH3:9])[O:7][CH2:6]5)[CH2:33][CH2:34][C:29]4=[N:28]3)=[N:24][N:23]=2)[CH:15]=[CH:16][C:17]=1[O:18][CH:19]([CH3:21])[CH3:20]. (6) Given the reactants [CH2:1]([O:3][C:4]([C:6]1[CH:14]=[C:13]2[C:9]([CH:10]=[CH:11][N:12]2[CH2:15][C:16]2[CH:21]=[CH:20][C:19]([O:22][CH3:23])=[CH:18][CH:17]=2)=[CH:8][CH:7]=1)=O)[CH3:2].P12(SP3(SP(SP(S3)(S1)=S)(=S)S2)=S)=[S:25], predict the reaction product. The product is: [CH3:23][O:22][C:19]1[CH:20]=[CH:21][C:16]([CH2:15][N:12]2[C:13]3[C:9](=[CH:8][CH:7]=[C:6]([C:4](=[S:25])[O:3][CH2:1][CH3:2])[CH:14]=3)[CH:10]=[CH:11]2)=[CH:17][CH:18]=1. (7) Given the reactants [CH:1]([C:3]1[CH:4]([C:8]([OH:10])=[O:9])[CH2:5][CH2:6][CH:7]=1)=[O:2].[CH2:11](Br)[C:12]1[CH:17]=[CH:16][CH:15]=[CH:14][CH:13]=1, predict the reaction product. The product is: [OH:2][CH:1]([C:3]1[CH:4]([C:8]([OH:10])=[O:9])[CH2:5][CH2:6][CH:7]=1)[CH2:11][C:12]1[CH:17]=[CH:16][CH:15]=[CH:14][CH:13]=1. (8) Given the reactants [C:1](NC(N)=N)#[N:2].[Cl:7][C:8]1[CH:13]=[CH:12][C:11]([N:14]=[C:15]=[N:16][C:17]2[CH:22]=[CH:21][CH:20]=[C:19]([F:23])[C:18]=2[Cl:24])=[C:10]([O:25][Si](C(C)(C)C)(C)C)[C:9]=1[S:33]([N:36]([CH3:38])[CH3:37])(=[O:35])=[O:34].[N:39]#CN.C(N(CC)C(C)C)(C)C.[F-].[Cs+], predict the reaction product. The product is: [Cl:7][C:8]1[CH:13]=[CH:12][C:11]([N:14]([C:1]#[N:2])[C:15]([NH:16][C:17]2[CH:22]=[CH:21][CH:20]=[C:19]([F:23])[C:18]=2[Cl:24])=[NH:39])=[C:10]([OH:25])[C:9]=1[S:33]([N:36]([CH3:37])[CH3:38])(=[O:35])=[O:34]. (9) Given the reactants BrC1C=C[C:5]([OH:36])=[C:6]([C:8]2[CH:17]=[CH:16][C:15]3[C:10](=[CH:11][CH:12]=[C:13]([C:18]4[N:22]([CH:23]5[CH2:28][CH2:27][CH2:26][CH2:25][CH2:24]5)[C:21]5[CH:29]=[CH:30][C:31]([C:33]([OH:35])=[O:34])=[CH:32][C:20]=5[N:19]=4)[CH:14]=3)[N:9]=2)[CH:7]=1.C(C1C(=O)[NH:42][C:43](=[O:53])[N:44]([C:46]2[C:47]([Cl:52])=[N:48][CH:49]=[CH:50][CH:51]=2)C=1)(=O)C.[OH-].[K+], predict the reaction product. The product is: [Cl:52][C:47]1[C:46]([N:44]2[CH:7]=[C:6]([C:8]3[CH:17]=[CH:16][C:15]4[C:10](=[CH:11][CH:12]=[C:13]([C:18]5[N:22]([CH:23]6[CH2:28][CH2:27][CH2:26][CH2:25][CH2:24]6)[C:21]6[CH:29]=[CH:30][C:31]([C:33]([OH:35])=[O:34])=[CH:32][C:20]=6[N:19]=5)[CH:14]=4)[N:9]=3)[C:5](=[O:36])[NH:42][C:43]2=[O:53])=[CH:51][CH:50]=[CH:49][N:48]=1. (10) Given the reactants [C:1]([O:5][C:6]([N:8]1[CH2:13][CH2:12][NH:11][C:10](=[O:14])[CH2:9]1)=[O:7])([CH3:4])([CH3:3])[CH3:2].[H-].[Na+].[F:17][C:18]1[CH:25]=[CH:24][C:21]([CH2:22]Br)=[CH:20][CH:19]=1, predict the reaction product. The product is: [C:1]([O:5][C:6]([N:8]1[CH2:13][CH2:12][N:11]([CH2:22][C:21]2[CH:24]=[CH:25][C:18]([F:17])=[CH:19][CH:20]=2)[C:10](=[O:14])[CH2:9]1)=[O:7])([CH3:4])([CH3:2])[CH3:3].